Dataset: Reaction yield outcomes from USPTO patents with 853,638 reactions. Task: Predict the reaction yield, written as a fraction of the theoretical maximum amount of product (1.0 means a 100% yield; for example, 0.34 means a 34% yield). (1) The reactants are [C:1]([O:5][C:6](=[O:19])[N:7]([CH2:9][C:10]1[CH:15]=[CH:14][C:13]([Cl:16])=[C:12]([CH:17]=O)[CH:11]=1)[CH3:8])([CH3:4])([CH3:3])[CH3:2].[CH:20]1([NH2:23])[CH2:22][CH2:21]1.[BH4-].[Na+]. The catalyst is CO. The product is [C:1]([O:5][C:6](=[O:19])[N:7]([CH2:9][C:10]1[CH:15]=[CH:14][C:13]([Cl:16])=[C:12]([CH2:17][NH:23][CH:20]2[CH2:22][CH2:21]2)[CH:11]=1)[CH3:8])([CH3:4])([CH3:3])[CH3:2]. The yield is 0.750. (2) The product is [F:16][C:17]1[CH:22]=[CH:21][C:20]([C:2]2[CH:11]=[CH:10][N:9]=[C:8]3[C:3]=2[CH:4]=[CH:5][C:6]([C:12]([F:15])([F:14])[F:13])=[N:7]3)=[CH:19][C:18]=1[C:26]1[C:31]([F:32])=[CH:30][CH:29]=[CH:28][N:27]=1. The yield is 0.490. The reactants are Cl[C:2]1[CH:11]=[CH:10][N:9]=[C:8]2[C:3]=1[CH:4]=[CH:5][C:6]([C:12]([F:15])([F:14])[F:13])=[N:7]2.[F:16][C:17]1[CH:22]=[CH:21][C:20](B(O)O)=[CH:19][C:18]=1[C:26]1[C:31]([F:32])=[CH:30][CH:29]=[CH:28][N:27]=1. No catalyst specified. (3) The reactants are [Cl:1][C:2]1[CH:3]=[C:4]([NH:9][C:10]2[N:14]=[C:13]([NH2:15])[NH:12][N:11]=2)[CH:5]=[C:6]([Cl:8])[CH:7]=1.[CH:16]([C:18]1[CH:19]=[CH:20][C:21]([NH:24][C:25](=[O:31])[O:26][C:27]([CH3:30])([CH3:29])[CH3:28])=[N:22][CH:23]=1)=O.[BH4-].[Na+]. The catalyst is CO. The product is [Cl:1][C:2]1[CH:3]=[C:4]([NH:9][C:10]2[N:14]=[C:13]([NH:15][CH2:16][C:18]3[CH:19]=[CH:20][C:21]([NH:24][C:25](=[O:31])[O:26][C:27]([CH3:29])([CH3:28])[CH3:30])=[N:22][CH:23]=3)[NH:12][N:11]=2)[CH:5]=[C:6]([Cl:8])[CH:7]=1. The yield is 0.470. (4) The yield is 0.660. The product is [CH3:21][N:22]([CH3:23])[CH:16]1[CH2:17][CH2:18][C:13]([C:7]2[C:6]3[C:10](=[CH:11][CH:12]=[C:4]([N+:1]([O-:3])=[O:2])[CH:5]=3)[NH:9][CH:8]=2)=[CH:14][CH2:15]1. The reactants are [N+:1]([C:4]1[CH:5]=[C:6]2[C:10](=[CH:11][CH:12]=1)[NH:9][CH:8]=[C:7]2[C:13]1[CH2:18][CH2:17][C:16](=O)[CH2:15][CH:14]=1)([O-:3])=[O:2].Cl.[CH3:21][NH:22][CH3:23].CC(O)=O.[BH-](OC(C)=O)(OC(C)=O)OC(C)=O.[Na+]. The catalyst is ClCCCl.[OH-].[Na+]. (5) The reactants are [NH2:1][C:2]1[CH:7]=[C:6]([OH:8])[CH:5]=[CH:4][C:3]=1[S:9][C:10]1[CH:15]=[CH:14][C:13]([NH:16][C:17](=[O:19])[CH3:18])=[CH:12][CH:11]=1.[CH3:20][C:21](CBr)=[CH2:22].C(=O)([O-])[O-].[K+].[K+]. The catalyst is CN(C=O)C. The product is [NH2:1][C:2]1[CH:7]=[C:6]([O:8][CH2:20][CH2:21][CH3:22])[CH:5]=[CH:4][C:3]=1[S:9][C:10]1[CH:15]=[CH:14][C:13]([NH:16][C:17](=[O:19])[CH3:18])=[CH:12][CH:11]=1. The yield is 1.00. (6) The reactants are O/[CH:2]=[C:3]1/[CH2:4][C:5]2([C:25]3[CH:30]=[CH:29][CH:28]=[CH:27][CH:26]=3)[C:13]3[N:12]([CH3:14])[N:11]=[C:10]([C:15]4[CH:20]=[CH:19][CH:18]=[CH:17][CH:16]=4)[C:9]=3[CH2:8][CH2:7][CH:6]2[CH:21]([CH3:24])[C:22]/1=[O:23].Cl.[NH2:32]O.C1(C)C=CC(S(O)(=O)=O)=CC=1.C1(C)C=CC=CC=1. The catalyst is C(O)C.O. The product is [CH3:14][N:12]1[C:13]2[C:5]3([C:25]4[CH:30]=[CH:29][CH:28]=[CH:27][CH:26]=4)[CH:6]([CH:21]([CH3:24])[C:22]4[O:23][N:32]=[CH:2][C:3]=4[CH2:4]3)[CH2:7][CH2:8][C:9]=2[C:10]([C:15]2[CH:20]=[CH:19][CH:18]=[CH:17][CH:16]=2)=[N:11]1. The yield is 0.880. (7) The reactants are S(=O)(=O)(O)O.[Cl:6][C:7]1[CH:8]=[C:9]([CH:11]=[CH:12][C:13]=1[C:14]([F:17])([F:16])[F:15])N.N([O-])=[O:19].[Na+]. The catalyst is O. The product is [Cl:6][C:7]1[CH:8]=[C:9]([OH:19])[CH:11]=[CH:12][C:13]=1[C:14]([F:17])([F:16])[F:15]. The yield is 0.480. (8) The reactants are [Cl-].O[NH3+:3].[C:4](=[O:7])([O-])[OH:5].[Na+].CS(C)=O.[F:13][CH:14]([F:48])[C:15]1[N:16]([C:40]2[CH:45]=[CH:44][C:43]([O:46][CH3:47])=[CH:42][CH:41]=2)[C:17](=[O:39])[C:18]([CH2:24][C:25]2[CH:30]=[CH:29][C:28]([C:31]3[C:32]([C:37]#[N:38])=[CH:33][CH:34]=[CH:35][CH:36]=3)=[CH:27][CH:26]=2)=[C:19]([CH2:21][CH2:22][CH3:23])[N:20]=1. The catalyst is C(OCC)(=O)C. The product is [F:48][CH:14]([F:13])[C:15]1[N:16]([C:40]2[CH:41]=[CH:42][C:43]([O:46][CH3:47])=[CH:44][CH:45]=2)[C:17](=[O:39])[C:18]([CH2:24][C:25]2[CH:26]=[CH:27][C:28]([C:31]3[CH:36]=[CH:35][CH:34]=[CH:33][C:32]=3[C:37]3[NH:3][C:4](=[O:7])[O:5][N:38]=3)=[CH:29][CH:30]=2)=[C:19]([CH2:21][CH2:22][CH3:23])[N:20]=1. The yield is 0.600. (9) The reactants are [CH:1]1([CH2:4][O:5][NH:6][C:7]([C:9]2[C:17]([NH:18][C:19]3[CH:24]=[CH:23][C:22]([C:25]#[C:26][Si](C)(C)C)=[CH:21][C:20]=3[CH3:31])=[C:16]([F:32])[C:12]3[N:13]=[CH:14][NH:15][C:11]=3[CH:10]=2)=[O:8])[CH2:3][CH2:2]1.CCCC[N+](CCCC)(CCCC)CCCC.[F-]. The product is [CH:1]1([CH2:4][O:5][NH:6][C:7]([C:9]2[C:17]([NH:18][C:19]3[CH:24]=[CH:23][C:22]([C:25]#[CH:26])=[CH:21][C:20]=3[CH3:31])=[C:16]([F:32])[C:12]3[N:13]=[CH:14][NH:15][C:11]=3[CH:10]=2)=[O:8])[CH2:3][CH2:2]1. The yield is 0.650. The catalyst is O1CCCC1.O.